Dataset: Merck oncology drug combination screen with 23,052 pairs across 39 cell lines. Task: Regression. Given two drug SMILES strings and cell line genomic features, predict the synergy score measuring deviation from expected non-interaction effect. Drug 1: Nc1ccn(C2OC(CO)C(O)C2(F)F)c(=O)n1. Drug 2: O=C(NOCC(O)CO)c1ccc(F)c(F)c1Nc1ccc(I)cc1F. Cell line: SKMES1. Synergy scores: synergy=-18.8.